From a dataset of Forward reaction prediction with 1.9M reactions from USPTO patents (1976-2016). Predict the product of the given reaction. (1) Given the reactants [CH2:1](Cl)CCl.[C:5]([C:8]1[CH:9]=[CH:10][C:11]2[NH:17][C@@H:16]([CH2:18][C:19]([O:21][CH3:22])=[O:20])[C:15](=[O:23])[N:14]([CH3:24])[CH2:13][C:12]=2[CH:25]=1)([OH:7])=O.[CH:26]1C=C[C:29]2[N:34](O)N=[N:32][C:30]=2[CH:31]=1.O.CCN(C(C)C)C(C)C.[CH3:46][C:47]#[N:48], predict the reaction product. The product is: [NH2:48][C:47]1[N:32]=[C:30]([CH2:29][N:34]([CH3:1])[C:5]([C:8]2[CH:9]=[CH:10][C:11]3[NH:17][C@@H:16]([CH2:18][C:19]([O:21][CH3:22])=[O:20])[C:15](=[O:23])[N:14]([CH3:24])[CH2:13][C:12]=3[CH:25]=2)=[O:7])[CH:31]=[CH:26][CH:46]=1. (2) Given the reactants [F:1][C:2]1[CH:3]=[C:4]([S:10](Cl)(=[O:12])=[O:11])[CH:5]=[C:6]([F:9])[C:7]=1[F:8].[CH2:14]([O:16][C:17](=[O:29])[CH:18]([NH2:28])[CH:19]([C:24]([F:27])([F:26])[F:25])[C:20]([F:23])([F:22])[F:21])[CH3:15].N1C=CC=CC=1, predict the reaction product. The product is: [CH2:14]([O:16][C:17](=[O:29])[CH:18]([NH:28][S:10]([C:4]1[CH:3]=[C:2]([F:1])[C:7]([F:8])=[C:6]([F:9])[CH:5]=1)(=[O:12])=[O:11])[CH:19]([C:20]([F:23])([F:21])[F:22])[C:24]([F:26])([F:27])[F:25])[CH3:15]. (3) Given the reactants [Cl:1][C:2]1[CH:7]=[CH:6][N:5]=[C:4]([N:8]2[CH2:19][CH2:18][N:17]3[C:10](=[CH:11][C:12]4[CH2:13][C:14]([CH3:21])([CH3:20])[CH2:15][C:16]=43)[C:9]2=[O:22])[C:3]=1[CH:23]=[O:24].C([OH:29])(C)(C)C.CC(=CC)C.[O-]Cl=O.[Na+], predict the reaction product. The product is: [Cl:1][C:2]1[CH:7]=[CH:6][N:5]=[C:4]([N:8]2[CH2:19][CH2:18][N:17]3[C:10](=[CH:11][C:12]4[CH2:13][C:14]([CH3:21])([CH3:20])[CH2:15][C:16]=43)[C:9]2=[O:22])[C:3]=1[C:23]([OH:29])=[O:24]. (4) Given the reactants [C:1]([NH:4][C:5]1[CH:6]=[C:7]([CH:21]=[CH:22][CH:23]=1)[CH2:8][NH:9][C:10]([C:12]1[C:13]2[CH:14]=[CH:15][NH:16][C:17]=2[CH:18]=[CH:19][CH:20]=1)=[O:11])(=[O:3])[CH3:2].[NH2:24][C:25]1[N:30]=[C:29](Cl)[CH:28]=[CH:27][N:26]=1.C([O-])([O-])=O.[Cs+].[Cs+].CO, predict the reaction product. The product is: [C:1]([NH:4][C:5]1[CH:6]=[C:7]([CH:21]=[CH:22][CH:23]=1)[CH2:8][NH:9][C:10]([C:12]1[C:13]2[CH:14]=[CH:15][N:16]([C:27]3[CH:28]=[CH:29][N:30]=[C:25]([NH2:24])[N:26]=3)[C:17]=2[CH:18]=[CH:19][CH:20]=1)=[O:11])(=[O:3])[CH3:2]. (5) Given the reactants [C:1](#[N:4])[CH:2]=[CH2:3].[CH2:5]([NH2:10])[CH2:6][CH2:7][CH2:8][NH2:9], predict the reaction product. The product is: [NH2:9][CH2:8][CH2:7][CH2:6][CH2:5][NH:10][CH2:3][CH2:2][C:1]#[N:4]. (6) Given the reactants [CH2:1]([O:3][C:4]([C:6]1[C:7](Cl)=[N:8][C:9]([N:13]2[CH2:18][CH2:17][O:16][CH2:15][CH2:14]2)=[CH:10][C:11]=1[CH3:12])=[O:5])[CH3:2].[CH:20]1([Mg]Br)[CH2:22][CH2:21]1.[Cl-].[NH4+], predict the reaction product. The product is: [CH2:1]([O:3][C:4]([C:6]1[C:7]([CH:20]2[CH2:22][CH2:21]2)=[N:8][C:9]([N:13]2[CH2:18][CH2:17][O:16][CH2:15][CH2:14]2)=[CH:10][C:11]=1[CH3:12])=[O:5])[CH3:2]. (7) Given the reactants [CH3:1][S:2]([N:5]1[CH2:10][CH2:9][CH2:8][C@H:7]([NH:11][C:12]2[C:17]([C:18]3[N:19]=[C:20]4[CH:26]=[CH:25][N:24](COCC[Si](C)(C)C)[C:21]4=[N:22][CH:23]=3)=[CH:16][N:15]=[C:14](S(C)(=O)=O)[N:13]=2)[CH2:6]1)(=[O:4])=[O:3].[NH:39]1[CH2:44][CH2:43][S:42](=[O:46])(=[O:45])[CH2:41][CH2:40]1.CS(C)(=O)=O, predict the reaction product. The product is: [O:45]=[S:42]1(=[O:46])[CH2:43][CH2:44][N:39]([C:14]2[N:13]=[C:12]([NH:11][C@H:7]3[CH2:8][CH2:9][CH2:10][N:5]([S:2]([CH3:1])(=[O:3])=[O:4])[CH2:6]3)[C:17]([C:18]3[N:19]=[C:20]4[CH:26]=[CH:25][NH:24][C:21]4=[N:22][CH:23]=3)=[CH:16][N:15]=2)[CH2:40][CH2:41]1. (8) Given the reactants Br[C:2]1[CH:3]=[C:4]2[C:9](=[CH:10][CH:11]=1)[C:8](=[O:12])[NH:7][N:6]=[C:5]2[Cl:13].Cl.Cl.[N:16]1[CH:21]=[CH:20][CH:19]=[C:18]([C:22]2[CH:29]=[CH:28][CH:27]=[CH:26][C:23]=2[CH2:24][NH2:25])[CH:17]=1.C1C=CC(P(C2C(C3C(P(C4C=CC=CC=4)C4C=CC=CC=4)=CC=C4C=3C=CC=C4)=C3C(C=CC=C3)=CC=2)C2C=CC=CC=2)=CC=1.CC([O-])(C)C.[Na+], predict the reaction product. The product is: [Cl:13][C:5]1[C:4]2[C:9](=[CH:10][CH:11]=[C:2]([NH:25][CH2:24][C:23]3[CH:26]=[CH:27][CH:28]=[CH:29][C:22]=3[C:18]3[CH:17]=[N:16][CH:21]=[CH:20][CH:19]=3)[CH:3]=2)[C:8](=[O:12])[NH:7][N:6]=1. (9) Given the reactants [CH2:1]([O:8][CH2:9][C:10]1[C:19]2[C:14](=[CH:15][C:16]([O:20][CH3:21])=[CH:17][CH:18]=2)[C:13](=O)[NH:12][N:11]=1)[C:2]1[CH:7]=[CH:6][CH:5]=[CH:4][CH:3]=1.P(Cl)(Cl)([Cl:25])=O, predict the reaction product. The product is: [CH2:1]([O:8][CH2:9][C:10]1[C:19]2[C:14](=[CH:15][C:16]([O:20][CH3:21])=[CH:17][CH:18]=2)[C:13]([Cl:25])=[N:12][N:11]=1)[C:2]1[CH:7]=[CH:6][CH:5]=[CH:4][CH:3]=1. (10) Given the reactants [OH:1][CH2:2][C@@H:3]([NH:10][C:11]([C:13]1[NH:14][CH:15]=[C:16]([C:18](=[O:23])[CH2:19][CH2:20][O:21][CH3:22])[CH:17]=1)=[O:12])[C:4]1[CH:9]=[CH:8][CH:7]=[CH:6][CH:5]=1.CC(O[CH:29](N(C)C)[N:30]([CH3:32])[CH3:31])(C)C, predict the reaction product. The product is: [OH:1][CH2:2][C@@H:3]([NH:10][C:11]([C:13]1[NH:14][CH:15]=[C:16]([C:18](=[O:23])[C:19]([CH2:20][O:21][CH3:22])=[CH:29][N:30]([CH3:32])[CH3:31])[CH:17]=1)=[O:12])[C:4]1[CH:5]=[CH:6][CH:7]=[CH:8][CH:9]=1.